This data is from Catalyst prediction with 721,799 reactions and 888 catalyst types from USPTO. The task is: Predict which catalyst facilitates the given reaction. (1) Reactant: [F:1][C:2]1[CH:16]=[CH:15][C:5]([CH2:6][O:7][C:8]2[CH:13]=[CH:12][NH:11][C:10](=[O:14])[CH:9]=2)=[CH:4][CH:3]=1.Br[C:18]1[CH:23]=[CH:22][C:21](/[CH:24]=[CH:25]/[CH2:26][OH:27])=[CH:20][CH:19]=1.C(=O)([O-])[O-].[K+].[K+].O.N. Product: [F:1][C:2]1[CH:16]=[CH:15][C:5]([CH2:6][O:7][C:8]2[CH:13]=[CH:12][N:11]([C:18]3[CH:23]=[CH:22][C:21](/[CH:24]=[CH:25]/[CH2:26][OH:27])=[CH:20][CH:19]=3)[C:10](=[O:14])[CH:9]=2)=[CH:4][CH:3]=1. The catalyst class is: 399. (2) Reactant: [F:1][C:2]1[C:3]([C:22]2[S:26][C:25]([C:27]3([OH:31])[CH2:30][CH2:29][CH2:28]3)=[N:24][CH:23]=2)=[C:4]2[CH:10]=[C:9](I)[N:8]([S:12]([C:15]3[CH:21]=[CH:20][C:18]([CH3:19])=[CH:17][CH:16]=3)(=[O:14])=[O:13])[C:5]2=[N:6][CH:7]=1.[CH3:32][O:33][C:34]1[CH:35]=[C:36]2[C:40](=[CH:41][CH:42]=1)[N:39]([C:43]([O:45][C:46]([CH3:49])([CH3:48])[CH3:47])=[O:44])[CH:38]=[C:37]2B1OC(C)(C)C(C)(C)O1.C(=O)(O)[O-]. Product: [F:1][C:2]1[C:3]([C:22]2[S:26][C:25]([C:27]3([OH:31])[CH2:30][CH2:29][CH2:28]3)=[N:24][CH:23]=2)=[C:4]2[CH:10]=[C:9]([C:37]3[C:36]4[C:40](=[CH:41][CH:42]=[C:34]([O:33][CH3:32])[CH:35]=4)[N:39]([C:43]([O:45][C:46]([CH3:49])([CH3:48])[CH3:47])=[O:44])[CH:38]=3)[N:8]([S:12]([C:15]3[CH:21]=[CH:20][C:18]([CH3:19])=[CH:17][CH:16]=3)(=[O:14])=[O:13])[C:5]2=[N:6][CH:7]=1. The catalyst class is: 558. (3) Reactant: [CH:1]([C:5]1[C:6]2[C:10]([CH:11]=[CH:12][CH:13]=1)=[N:9][N:8]1[C:14]([CH:19]3[CH2:24][CH2:23][N:22](C(OC(C)(C)C)=O)[CH2:21][CH2:20]3)=[CH:15][C:16](=[O:18])[NH:17][C:7]=21)([CH2:3][CH3:4])[CH3:2].[ClH:32]. Product: [ClH:32].[CH:1]([C:5]1[C:6]2[C:10]([CH:11]=[CH:12][CH:13]=1)=[N:9][N:8]1[C:14]([CH:19]3[CH2:20][CH2:21][NH:22][CH2:23][CH2:24]3)=[CH:15][C:16](=[O:18])[NH:17][C:7]=21)([CH2:3][CH3:4])[CH3:2]. The catalyst class is: 12.